From a dataset of Peptide-MHC class I binding affinity with 185,985 pairs from IEDB/IMGT. Regression. Given a peptide amino acid sequence and an MHC pseudo amino acid sequence, predict their binding affinity value. This is MHC class I binding data. The peptide sequence is HPYVFCALL. The MHC is HLA-A26:01 with pseudo-sequence HLA-A26:01. The binding affinity (normalized) is 0.0847.